Dataset: Reaction yield outcomes from USPTO patents with 853,638 reactions. Task: Predict the reaction yield, written as a fraction of the theoretical maximum amount of product (1.0 means a 100% yield; for example, 0.34 means a 34% yield). (1) The reactants are [CH3:1][O:2][C:3]([C:5]1[S:6][C:7]([CH:27]2[CH2:36][CH2:35][C:30]3([O:34][CH2:33][CH2:32][O:31]3)[CH2:29][CH2:28]2)=[CH:8][C:9]=1[N:10]([C@H:20]1[CH2:25][CH2:24][C@H:23]([OH:26])[CH2:22][CH2:21]1)[C:11]([C@H:13]1[CH2:18][CH2:17][C@H:16]([CH3:19])[CH2:15][CH2:14]1)=[O:12])=[O:4].[CH3:37]I.[H-].[Na+]. No catalyst specified. The product is [CH3:1][O:2][C:3]([C:5]1[S:6][C:7]([CH:27]2[CH2:36][CH2:35][C:30]3([O:34][CH2:33][CH2:32][O:31]3)[CH2:29][CH2:28]2)=[CH:8][C:9]=1[N:10]([C@H:20]1[CH2:21][CH2:22][C@H:23]([O:26][CH3:37])[CH2:24][CH2:25]1)[C:11]([C@H:13]1[CH2:14][CH2:15][C@H:16]([CH3:19])[CH2:17][CH2:18]1)=[O:12])=[O:4]. The yield is 1.00. (2) The product is [CH2:19]([N:21]([CH2:25][CH3:26])[C:22](=[O:23])[O:18][C:5]1[CH:4]=[CH:3][C:2]([CH3:1])=[C:7]([CH3:8])[C:6]=1[C:9]1[C:10]([OH:17])=[CH:11][CH:12]=[C:13]([CH3:16])[C:14]=1[CH3:15])[CH3:20]. The yield is 0.840. The reactants are [CH3:1][C:2]1[C:7]([CH3:8])=[C:6]([C:9]2[C:10]([OH:17])=[CH:11][CH:12]=[C:13]([CH3:16])[C:14]=2[CH3:15])[C:5]([OH:18])=[CH:4][CH:3]=1.[CH2:19]([N:21]([CH2:25][CH3:26])[C:22](Cl)=[O:23])[CH3:20].Cl. The catalyst is Cl[Ti](Cl)(Cl)Cl.C1(C)C=CC=CC=1. (3) The reactants are I(O)(=O)(=O)=O.[I:6]I.S(=O)(=O)(O)O.[Cl:13][C:14]1[C:19]([F:20])=[CH:18][CH:17]=[C:16]([Cl:21])[C:15]=1[C@H:22]([O:24][C:25]1[C:26]([NH2:31])=[N:27][CH:28]=[CH:29][CH:30]=1)[CH3:23]. The catalyst is C(O)(=O)C.O. The product is [I:6][C:29]1[CH:30]=[C:25]([O:24][C@@H:22]([C:15]2[C:16]([Cl:21])=[CH:17][CH:18]=[C:19]([F:20])[C:14]=2[Cl:13])[CH3:23])[C:26]([NH2:31])=[N:27][CH:28]=1. The yield is 0.616. (4) The reactants are [NH2:1][C:2]1[N:7]=[CH:6][N:5]=[C:4]2[N:8]([CH2:12][C:13]3[O:14][C:15]4[C:20]([C:21](=[O:29])[C:22]=3[C:23]3[CH:28]=[CH:27][CH:26]=[CH:25][CH:24]=3)=[CH:19][CH:18]=[CH:17][CH:16]=4)[N:9]=[C:10](I)[C:3]=12.[NH:30]1[C:38]2[CH:37]=[CH:36][CH:35]=[C:34](B3OC(C)(C)C(C)(C)O3)[C:33]=2[CH:32]=[N:31]1.C(=O)([O-])[O-].[Na+].[Na+].ClCCl. The catalyst is CN(C=O)C.C(O)C.O. The product is [NH2:1][C:2]1[N:7]=[CH:6][N:5]=[C:4]2[N:8]([CH2:12][C:13]3[O:14][C:15]4[C:20]([C:21](=[O:29])[C:22]=3[C:23]3[CH:28]=[CH:27][CH:26]=[CH:25][CH:24]=3)=[CH:19][CH:18]=[CH:17][CH:16]=4)[N:9]=[C:10]([C:34]3[CH:35]=[CH:36][CH:37]=[C:38]4[C:33]=3[CH:32]=[N:31][NH:30]4)[C:3]=12. The yield is 0.0800. (5) The reactants are [C:1]([NH:4][C@@H:5]1[C@@H:10]([O:11][C:12](=[O:14])[CH3:13])[C@H:9]([O:15][C:16](=[O:18])[CH3:17])[C@@H:8]([CH2:19][O:20][C:21](=[O:23])[CH3:22])[O:7][C@H:6]1[O:24][C@@H:25]1[C@H:31]([O:32][CH2:33][C:34]2[CH:39]=[CH:38][CH:37]=[CH:36][CH:35]=2)[C@@H:30]([O:40][CH2:41][C:42]2[CH:47]=[CH:46][CH:45]=[CH:44][CH:43]=2)[C@H:29]([CH3:48])[O:28][C@H:26]1[OH:27])(=[O:3])[CH3:2].[Cl:49][C:50]([Cl:54])([Cl:53])[C:51]#[N:52].C1CCN2C(=NCCC2)CC1. The catalyst is C(Cl)Cl. The product is [Cl:49][C:50]([Cl:54])([Cl:53])[C:51]([O:27][C@@H:26]1[O:28][C@@H:29]([CH3:48])[C@H:30]([O:40][CH2:41][C:42]2[CH:47]=[CH:46][CH:45]=[CH:44][CH:43]=2)[C@@H:31]([O:32][CH2:33][C:34]2[CH:39]=[CH:38][CH:37]=[CH:36][CH:35]=2)[C@H:25]1[O:24][C@@H:6]1[O:7][C@H:8]([CH2:19][O:20][C:21](=[O:23])[CH3:22])[C@@H:9]([O:15][C:16](=[O:18])[CH3:17])[C@H:10]([O:11][C:12](=[O:14])[CH3:13])[C@H:5]1[NH:4][C:1](=[O:3])[CH3:2])=[NH:52]. The yield is 0.860.